Dataset: Forward reaction prediction with 1.9M reactions from USPTO patents (1976-2016). Task: Predict the product of the given reaction. (1) Given the reactants [S:1]1[CH2:5][CH:4]([C:6]([OH:8])=[O:7])[NH:3][CH2:2]1.[CH3:9][C:10]([O:13][C:14](O[C:14]([O:13][C:10]([CH3:12])([CH3:11])[CH3:9])=[O:15])=[O:15])([CH3:12])[CH3:11].O, predict the reaction product. The product is: [C:10]([O:13][C:14]([N:3]1[CH:4]([C:6]([OH:8])=[O:7])[CH2:5][S:1][CH2:2]1)=[O:15])([CH3:12])([CH3:11])[CH3:9]. (2) The product is: [C:19]1([CH:20]=[CH:2][C:3]([C:5]2[CH:10]=[CH:9][CH:8]=[CH:7][CH:6]=2)=[O:4])[CH:18]=[CH:26][CH:16]=[CH:23][CH:22]=1. Given the reactants O[CH2:2][C:3]([C:5]1[CH:10]=[CH:9][CH:8]=[CH:7][CH:6]=1)=[O:4].N1([C:16]2[CH:23]=[CH:22][C:19]([CH:20]=O)=[CH:18]N=2)CCCC1.O([CH3:26])[Na], predict the reaction product. (3) Given the reactants [NH2:1][C@H:2]1[CH2:7][N:6]([C:8]([O:10][C:11]([CH3:14])([CH3:13])[CH3:12])=[O:9])[C@H:5]([C:15]([O:17][CH3:18])=[O:16])[CH2:4][CH2:3]1.[O:19]1[C:28]2[CH:27]=[C:26]([CH:29]=O)N=[CH:24][C:23]=2[O:22][CH2:21][CH2:20]1.[BH3-][C:32]#N.[Na+], predict the reaction product. The product is: [O:22]1[C:23]2[CH:24]=[CH:32][C:26]([CH2:29][NH:1][C@H:2]3[CH2:7][N:6]([C:8]([O:10][C:11]([CH3:12])([CH3:13])[CH3:14])=[O:9])[C@H:5]([C:15]([O:17][CH3:18])=[O:16])[CH2:4][CH2:3]3)=[CH:27][C:28]=2[O:19][CH2:20][CH2:21]1. (4) Given the reactants [Cl:1][C:2]1[N:7]=[CH:6][N:5]=[C:4]([N:8]2[C:12](=[O:13])[C:11]([C:14]3[CH:15]=[N:16][CH:17]=[CH:18][CH:19]=3)=[CH:10][NH:9]2)[CH:3]=1.[CH3:20][O:21][CH2:22][CH2:23][N:24]1[CH2:29][CH2:28][NH:27][CH2:26][CH2:25]1, predict the reaction product. The product is: [ClH:1].[ClH:1].[CH3:20][O:21][CH2:22][CH2:23][N:24]1[CH2:29][CH2:28][N:27]([C:2]2[N:7]=[CH:6][N:5]=[C:4]([N:8]3[C:12](=[O:13])[C:11]([C:14]4[CH:15]=[N:16][CH:17]=[CH:18][CH:19]=4)=[CH:10][NH:9]3)[CH:3]=2)[CH2:26][CH2:25]1. (5) Given the reactants [C:1](=[O:12])(OC(Cl)(Cl)Cl)OC(Cl)(Cl)Cl.[CH:13]([N:16]1[CH2:21][CH2:20][CH:19]([NH2:22])[CH2:18][CH2:17]1)([CH3:15])[CH3:14].[F:23][C:24]1[CH:25]=[CH:26][CH:27]=[C:28]2[C:32]=1[CH:31]([NH:33][C:34]1[CH:43]=[CH:42][C:41]3[C:36](=[CH:37][CH:38]=[C:39]([NH2:44])[CH:40]=3)[N:35]=1)[CH2:30][CH2:29]2, predict the reaction product. The product is: [F:23][C:24]1[CH:25]=[CH:26][CH:27]=[C:28]2[C:32]=1[CH:31]([NH:33][C:34]1[CH:43]=[CH:42][C:41]3[C:36](=[CH:37][CH:38]=[C:39]([NH:44][C:1]([NH:22][CH:19]4[CH2:20][CH2:21][N:16]([CH:13]([CH3:15])[CH3:14])[CH2:17][CH2:18]4)=[O:12])[CH:40]=3)[N:35]=1)[CH2:30][CH2:29]2. (6) Given the reactants Cl[CH:2]([CH:13]1[CH2:15][CH2:14]1)[CH2:3][C:4]1[CH:9]=[CH:8][CH:7]=[CH:6][C:5]=1[N+:10]([O-:12])=[O:11].N12CCCN=C1CCCCC2, predict the reaction product. The product is: [CH:13]1([CH:2]=[CH:3][C:4]2[CH:9]=[CH:8][CH:7]=[CH:6][C:5]=2[N+:10]([O-:12])=[O:11])[CH2:15][CH2:14]1.